This data is from HIV replication inhibition screening data with 41,000+ compounds from the AIDS Antiviral Screen. The task is: Binary Classification. Given a drug SMILES string, predict its activity (active/inactive) in a high-throughput screening assay against a specified biological target. (1) The drug is COc1cc(OC)c(C=Cc2cc(C=Cc3c(OC)cc(OC)cc3OC)[n+](C)c3ccccc23)c(OC)c1. The result is 0 (inactive). (2) The drug is COC(=O)C1C2CC3C(OC(=O)C31)C2I. The result is 0 (inactive).